Dataset: Forward reaction prediction with 1.9M reactions from USPTO patents (1976-2016). Task: Predict the product of the given reaction. (1) Given the reactants O.[OH-].[Li+].[F:4][C:5]1([F:41])[O:9][C:8]2[CH:10]=[CH:11][C:12]([C:14]3([C:17]([NH:19][C@H:20]4[C:29]5[C:24](=[CH:25][C:26]([OH:30])=[CH:27][CH:28]=5)[O:23][C@@H:22]([C:31]5[CH:32]=[C:33]([CH:38]=[CH:39][CH:40]=5)[C:34]([O:36]C)=[O:35])[CH2:21]4)=[O:18])[CH2:16][CH2:15]3)=[CH:13][C:7]=2[O:6]1, predict the reaction product. The product is: [F:41][C:5]1([F:4])[O:9][C:8]2[CH:10]=[CH:11][C:12]([C:14]3([C:17]([NH:19][C@H:20]4[C:29]5[C:24](=[CH:25][C:26]([OH:30])=[CH:27][CH:28]=5)[O:23][C@@H:22]([C:31]5[CH:32]=[C:33]([CH:38]=[CH:39][CH:40]=5)[C:34]([OH:36])=[O:35])[CH2:21]4)=[O:18])[CH2:16][CH2:15]3)=[CH:13][C:7]=2[O:6]1. (2) The product is: [CH2:6]([N:8]1[C:17]2[C:12](=[CH:13][C:14]([CH3:32])=[C:15]([C:18]3[CH:19]=[C:20]([CH:21]=[CH2:1])[CH:23]=[CH:24][C:25]=3[O:26][CH2:27][C:28]([F:30])([F:31])[F:29])[CH:16]=2)[C:11]([CH3:34])([CH3:33])[CH2:10][C:9]1=[O:35])[CH3:7]. Given the reactants [CH2:1]([Li])CCC.[CH2:6]([N:8]1[C:17]2[C:12](=[CH:13][C:14]([CH3:32])=[C:15]([C:18]3[CH:19]=[C:20]([CH:23]=[CH:24][C:25]=3[O:26][CH2:27][C:28]([F:31])([F:30])[F:29])[CH:21]=O)[CH:16]=2)[C:11]([CH3:34])([CH3:33])[CH2:10][C:9]1=[O:35])[CH3:7], predict the reaction product. (3) Given the reactants [CH:1]1[C:13]2[N:12]([C:14]3[CH:21]=[CH:20][C:17]([CH:18]=O)=[CH:16][CH:15]=3)[C:11]3[C:6](=[CH:7][CH:8]=[CH:9][CH:10]=3)[C:5]=2[CH:4]=[CH:3][CH:2]=1.[CH3:22]C(C)([O-])C.[K+], predict the reaction product. The product is: [CH:18]([C:17]1[CH:16]=[CH:15][C:14]([N:12]2[C:13]3[CH:1]=[CH:2][CH:3]=[CH:4][C:5]=3[C:6]3[C:11]2=[CH:10][CH:9]=[CH:8][CH:7]=3)=[CH:21][CH:20]=1)=[CH2:22]. (4) Given the reactants [C:1]([O:5][C:6]([NH:8][C@@H:9]1[CH2:12][C@H:11]([C:13]([OH:15])=O)[C:10]1([CH3:17])[CH3:16])=[O:7])([CH3:4])([CH3:3])[CH3:2].[CH:18]1[CH:19]=CC2N(O)N=[N:24][C:22]=2[CH:23]=1.N1CCCC1.CCN(CC)CC, predict the reaction product. The product is: [CH3:16][C:10]1([CH3:17])[C@@H:11]([C:13]([N:24]2[CH2:19][CH2:18][CH2:23][CH2:22]2)=[O:15])[CH2:12][C@H:9]1[NH:8][C:6](=[O:7])[O:5][C:1]([CH3:2])([CH3:3])[CH3:4]. (5) Given the reactants [Na].[CH:2]([C:4]1[CH:5]=[N:6][CH:7]=[C:8]([O:10][CH3:11])[CH:9]=1)=O.[CH2:12]([O:14][C:15](=[O:20])[CH2:16][N:17]=[N+:18]=[N-:19])[CH3:13].[NH4+].[Cl-], predict the reaction product. The product is: [N:17](/[C:16](=[CH:2]\[C:4]1[CH:5]=[N:6][CH:7]=[C:8]([O:10][CH3:11])[CH:9]=1)/[C:15]([O:14][CH2:12][CH3:13])=[O:20])=[N+:18]=[N-:19].